Dataset: NCI-60 drug combinations with 297,098 pairs across 59 cell lines. Task: Regression. Given two drug SMILES strings and cell line genomic features, predict the synergy score measuring deviation from expected non-interaction effect. (1) Drug 1: CCCS(=O)(=O)NC1=C(C(=C(C=C1)F)C(=O)C2=CNC3=C2C=C(C=N3)C4=CC=C(C=C4)Cl)F. Drug 2: CN1CCC(CC1)COC2=C(C=C3C(=C2)N=CN=C3NC4=C(C=C(C=C4)Br)F)OC. Cell line: SN12C. Synergy scores: CSS=11.9, Synergy_ZIP=-1.36, Synergy_Bliss=1.33, Synergy_Loewe=-8.62, Synergy_HSA=-0.618. (2) Cell line: PC-3. Drug 1: COC1=C(C=C2C(=C1)N=CN=C2NC3=CC(=C(C=C3)F)Cl)OCCCN4CCOCC4. Synergy scores: CSS=33.6, Synergy_ZIP=-3.09, Synergy_Bliss=-0.298, Synergy_Loewe=1.31, Synergy_HSA=2.12. Drug 2: CC=C1C(=O)NC(C(=O)OC2CC(=O)NC(C(=O)NC(CSSCCC=C2)C(=O)N1)C(C)C)C(C)C. (3) Drug 1: CCN(CC)CCNC(=O)C1=C(NC(=C1C)C=C2C3=C(C=CC(=C3)F)NC2=O)C. Drug 2: C1CCC(C(C1)N)N.C(=O)(C(=O)[O-])[O-].[Pt+4]. Cell line: 786-0. Synergy scores: CSS=-1.75, Synergy_ZIP=-2.55, Synergy_Bliss=6.46, Synergy_Loewe=-14.9, Synergy_HSA=-4.15. (4) Drug 1: CC1=CC2C(CCC3(C2CCC3(C(=O)C)OC(=O)C)C)C4(C1=CC(=O)CC4)C. Drug 2: CC1=C(C=C(C=C1)C(=O)NC2=CC(=CC(=C2)C(F)(F)F)N3C=C(N=C3)C)NC4=NC=CC(=N4)C5=CN=CC=C5. Cell line: SK-OV-3. Synergy scores: CSS=0.623, Synergy_ZIP=5.23, Synergy_Bliss=0.0759, Synergy_Loewe=-0.693, Synergy_HSA=-0.596. (5) Drug 1: C1CCC(CC1)NC(=O)N(CCCl)N=O. Drug 2: CC1=CC=C(C=C1)C2=CC(=NN2C3=CC=C(C=C3)S(=O)(=O)N)C(F)(F)F. Cell line: HT29. Synergy scores: CSS=18.8, Synergy_ZIP=-4.94, Synergy_Bliss=1.11, Synergy_Loewe=-4.12, Synergy_HSA=-1.16. (6) Drug 1: CC1OCC2C(O1)C(C(C(O2)OC3C4COC(=O)C4C(C5=CC6=C(C=C35)OCO6)C7=CC(=C(C(=C7)OC)O)OC)O)O. Drug 2: CCCCCOC(=O)NC1=NC(=O)N(C=C1F)C2C(C(C(O2)C)O)O. Cell line: SK-MEL-2. Synergy scores: CSS=18.4, Synergy_ZIP=-11.3, Synergy_Bliss=-6.19, Synergy_Loewe=-23.9, Synergy_HSA=-5.72.